From a dataset of Forward reaction prediction with 1.9M reactions from USPTO patents (1976-2016). Predict the product of the given reaction. (1) Given the reactants C(=O)([O-])[O-].[K+].[K+].[I:7][C:8]1[CH:13]=[CH:12][C:11]([OH:14])=[C:10]([CH3:15])[CH:9]=1.Br[CH2:17][C:18]#[N:19], predict the reaction product. The product is: [I:7][C:8]1[CH:13]=[CH:12][C:11]([O:14][CH2:17][C:18]#[N:19])=[C:10]([CH3:15])[CH:9]=1. (2) Given the reactants N(C(OC(C)C)=O)=NC(OC(C)C)=O.[OH:15][CH2:16][C@@H:17]([NH:19][C:20](=[O:26])[O:21][C:22]([CH3:25])([CH3:24])[CH3:23])[CH3:18].C1(P(C2C=CC=CC=2)C2C=CC=CC=2)C=CC=CC=1.[CH:46]1([CH2:49][O:50][C:51]2[CH:66]=[CH:65][C:54]3[CH2:55][CH:56]([C:58]4[N:63]=[CH:62][C:61](O)=[CH:60][CH:59]=4)[O:57][C:53]=3[CH:52]=2)[CH2:48][CH2:47]1, predict the reaction product. The product is: [CH:46]1([CH2:49][O:50][C:51]2[CH:66]=[CH:65][C:54]3[CH2:55][CH:56]([C:58]4[N:63]=[CH:62][C:61]([O:15][CH2:16][C@@H:17]([NH:19][C:20](=[O:26])[O:21][C:22]([CH3:25])([CH3:24])[CH3:23])[CH3:18])=[CH:60][CH:59]=4)[O:57][C:53]=3[CH:52]=2)[CH2:47][CH2:48]1. (3) Given the reactants [F:1][C:2]1[CH:10]=[CH:9][CH:8]=[CH:7][C:3]=1[C:4]([OH:6])=O.[F:11][C:12]([F:38])([F:37])[C:13]([CH2:32][NH:33][CH2:34][CH2:35][CH3:36])([OH:31])[CH2:14][NH:15][C:16]1[CH:24]=[CH:23][CH:22]=[C:21]2[C:17]=1[CH:18]=[N:19][N:20]2[C:25]1[CH:30]=[CH:29][CH:28]=[CH:27][CH:26]=1, predict the reaction product. The product is: [F:1][C:2]1[CH:10]=[CH:9][CH:8]=[CH:7][C:3]=1[C:4]([N:33]([CH2:34][CH2:35][CH3:36])[CH2:32][C:13]([OH:31])([CH2:14][NH:15][C:16]1[CH:24]=[CH:23][CH:22]=[C:21]2[C:17]=1[CH:18]=[N:19][N:20]2[C:25]1[CH:30]=[CH:29][CH:28]=[CH:27][CH:26]=1)[C:12]([F:37])([F:11])[F:38])=[O:6].